From a dataset of NCI-60 drug combinations with 297,098 pairs across 59 cell lines. Regression. Given two drug SMILES strings and cell line genomic features, predict the synergy score measuring deviation from expected non-interaction effect. (1) Drug 1: CC1OCC2C(O1)C(C(C(O2)OC3C4COC(=O)C4C(C5=CC6=C(C=C35)OCO6)C7=CC(=C(C(=C7)OC)O)OC)O)O. Drug 2: CCC1=C2CN3C(=CC4=C(C3=O)COC(=O)C4(CC)O)C2=NC5=C1C=C(C=C5)O. Cell line: A549. Synergy scores: CSS=49.7, Synergy_ZIP=0.916, Synergy_Bliss=0.964, Synergy_Loewe=3.93, Synergy_HSA=5.72. (2) Drug 1: CC1C(C(CC(O1)OC2CC(OC(C2O)C)OC3=CC4=CC5=C(C(=O)C(C(C5)C(C(=O)C(C(C)O)O)OC)OC6CC(C(C(O6)C)O)OC7CC(C(C(O7)C)O)OC8CC(C(C(O8)C)O)(C)O)C(=C4C(=C3C)O)O)O)O. Drug 2: CCC1(CC2CC(C3=C(CCN(C2)C1)C4=CC=CC=C4N3)(C5=C(C=C6C(=C5)C78CCN9C7C(C=CC9)(C(C(C8N6C)(C(=O)OC)O)OC(=O)C)CC)OC)C(=O)OC)O.OS(=O)(=O)O. Cell line: MDA-MB-231. Synergy scores: CSS=54.8, Synergy_ZIP=7.03, Synergy_Bliss=4.95, Synergy_Loewe=1.92, Synergy_HSA=4.72. (3) Drug 1: C1=CC(=C(C=C1I)F)NC2=C(C=CC(=C2F)F)C(=O)NOCC(CO)O. Drug 2: C1CCC(C(C1)[NH-])[NH-].C(=O)(C(=O)[O-])[O-].[Pt+4]. Cell line: OVCAR3. Synergy scores: CSS=14.8, Synergy_ZIP=-9.39, Synergy_Bliss=-4.89, Synergy_Loewe=-0.629, Synergy_HSA=0.554. (4) Drug 1: CC1=C(C=C(C=C1)NC(=O)C2=CC=C(C=C2)CN3CCN(CC3)C)NC4=NC=CC(=N4)C5=CN=CC=C5. Drug 2: CCCCCOC(=O)NC1=NC(=O)N(C=C1F)C2C(C(C(O2)C)O)O. Cell line: HOP-92. Synergy scores: CSS=-6.86, Synergy_ZIP=1.88, Synergy_Bliss=-0.715, Synergy_Loewe=-6.51, Synergy_HSA=-7.12. (5) Drug 1: CC12CCC3C(C1CCC2=O)CC(=C)C4=CC(=O)C=CC34C. Drug 2: CC12CCC3C(C1CCC2OP(=O)(O)O)CCC4=C3C=CC(=C4)OC(=O)N(CCCl)CCCl.[Na+]. Cell line: NCI-H226. Synergy scores: CSS=-0.707, Synergy_ZIP=-8.84, Synergy_Bliss=-16.9, Synergy_Loewe=-22.1, Synergy_HSA=-17.6.